This data is from Forward reaction prediction with 1.9M reactions from USPTO patents (1976-2016). The task is: Predict the product of the given reaction. (1) Given the reactants [C:1]1([C:23]2[CH:28]=[CH:27][CH:26]=[CH:25][CH:24]=2)[CH:6]=[CH:5][CH:4]=[C:3]([NH:7][C:8](=[O:22])[CH2:9][CH2:10][CH2:11][CH2:12][CH2:13][NH:14][C:15](=[O:21])OC(C)(C)C)[CH:2]=1.C1(C2C=CC=CC=2)C=CC=C(N)C=1.[CH3:42][C:43]1([CH3:53])[O:47][CH:46]([CH2:48]C(O)=O)[C:45](=[O:52])[O:44]1, predict the reaction product. The product is: [C:1]1([C:23]2[CH:24]=[CH:25][CH:26]=[CH:27][CH:28]=2)[CH:6]=[CH:5][CH:4]=[C:3]([NH:7][C:8](=[O:22])[CH2:9][CH2:10][CH2:11][CH2:12][CH2:13][NH:14][C:15](=[O:21])[CH2:48][CH:46]2[C:45](=[O:52])[O:44][C:43]([CH3:53])([CH3:42])[O:47]2)[CH:2]=1. (2) Given the reactants C([O:3][C:4](=[O:24])[C:5]1[CH:10]=[CH:9][C:8]([O:11][C:12]2[CH:21]=[CH:20][C:15]3[B:16]([OH:19])[O:17][CH2:18][C:14]=3[CH:13]=2)=[CH:7][C:6]=1[O:22][CH3:23])C.[OH-].[Na+].Cl, predict the reaction product. The product is: [OH:19][B:16]1[C:15]2[CH:20]=[CH:21][C:12]([O:11][C:8]3[CH:9]=[CH:10][C:5]([C:4]([OH:24])=[O:3])=[C:6]([O:22][CH3:23])[CH:7]=3)=[CH:13][C:14]=2[CH2:18][O:17]1. (3) The product is: [F:22][C:19]1[CH:18]=[CH:17][C:16]([CH2:15][N:13]2[CH2:12][CH2:11][CH2:10][C@@:9]3([CH2:23][CH2:24][CH2:25][CH2:26][C@H:8]3[NH2:7])[CH2:14]2)=[CH:21][CH:20]=1. Given the reactants C(OC(=O)[NH:7][C@@H:8]1[CH2:26][CH2:25][CH2:24][CH2:23][C@@:9]21[CH2:14][N:13]([CH2:15][C:16]1[CH:21]=[CH:20][C:19]([F:22])=[CH:18][CH:17]=1)[CH2:12][CH2:11][CH2:10]2)(C)(C)C.FC(F)(F)C(O)=O.[OH-].[Na+], predict the reaction product. (4) Given the reactants [N+:1]([C:4]1[CH:5]=[N:6][C:7]2[C:12]([C:13]=1[OH:14])=[CH:11][CH:10]=[CH:9][CH:8]=2)([O-])=O, predict the reaction product. The product is: [NH2:1][C:4]1[CH:5]=[N:6][C:7]2[C:12]([C:13]=1[OH:14])=[CH:11][CH:10]=[CH:9][CH:8]=2. (5) Given the reactants Cl[C:2]1[N:7]=[C:6]([C:8]2[S:12][C:11]([CH:13]3[CH2:18][CH2:17][O:16][CH2:15][CH2:14]3)=[N:10][C:9]=2[C:19]2[C:20]([F:34])=[C:21]([NH:25][S:26]([C:29]3[CH:33]=[CH:32][O:31][CH:30]=3)(=[O:28])=[O:27])[CH:22]=[CH:23][CH:24]=2)[CH:5]=[CH:4][N:3]=1.[NH2:35][CH:36]1[CH2:41][CH2:40][O:39][CH2:38][CH2:37]1, predict the reaction product. The product is: [F:34][C:20]1[C:19]([C:9]2[N:10]=[C:11]([CH:13]3[CH2:18][CH2:17][O:16][CH2:15][CH2:14]3)[S:12][C:8]=2[C:6]2[CH:5]=[CH:4][N:3]=[C:2]([NH:35][CH:36]3[CH2:41][CH2:40][O:39][CH2:38][CH2:37]3)[N:7]=2)=[CH:24][CH:23]=[CH:22][C:21]=1[NH:25][S:26]([C:29]1[CH:33]=[CH:32][O:31][CH:30]=1)(=[O:28])=[O:27]. (6) The product is: [OH:1][C:2]1[CH:3]=[CH:4][C:5]([C:8]([O:10][CH3:11])=[O:9])=[N:6][CH:7]=1. Given the reactants [OH:1][C:2]1[CH:3]=[CH:4][C:5]([C:8]([OH:10])=[O:9])=[N:6][CH:7]=1.[CH3:11]N(C=O)C.C(Cl)(=O)C(Cl)=O.CO, predict the reaction product. (7) Given the reactants [NH2:1][C:2]1[CH:29]=[CH:28][C:5]([C:6]([N:8]2[CH2:13][CH2:12][N:11]([CH2:14][C:15]3[CH:16]=[C:17]([CH:25]=[CH:26][CH:27]=3)[C:18]([NH:20][C:21]([CH3:24])([CH3:23])[CH3:22])=[O:19])[CH2:10][CH2:9]2)=[O:7])=[CH:4][C:3]=1[F:30].C1C([N+]([O-])=O)=CC=C([Cl-][C:41]([O-])=[O:42])C=1.[CH2:44]([NH2:49])[C:45]([CH3:48])([CH3:47])[CH3:46], predict the reaction product. The product is: [C:21]([NH:20][C:18](=[O:19])[C:17]1[CH:25]=[CH:26][CH:27]=[C:15]([CH2:14][N:11]2[CH2:12][CH2:13][N:8]([C:6](=[O:7])[C:5]3[CH:28]=[CH:29][C:2]([NH:1][C:41]([NH:49][CH2:44][C:45]([CH3:48])([CH3:47])[CH3:46])=[O:42])=[C:3]([F:30])[CH:4]=3)[CH2:9][CH2:10]2)[CH:16]=1)([CH3:24])([CH3:23])[CH3:22]. (8) The product is: [C:45]1([CH:40]2[CH2:39][C:38]3[C:42](=[CH:43][CH:44]=[C:36]([O:35][C:34]4[C:51]([NH2:59])=[CH:52][C:53]([C:55]([F:57])([F:58])[F:56])=[CH:54][C:33]=4[NH2:30])[CH:37]=3)[CH2:41]2)[CH:50]=[CH:49][CH:48]=[CH:47][CH:46]=1. Given the reactants C1(C2CCC3C(=CC=C(OC4C(N)=CC(C(F)(F)F)=CC=4N)C=3)O2)C=CC=CC=1.[N+:30]([C:33]1[CH:54]=[C:53]([C:55]([F:58])([F:57])[F:56])[CH:52]=[C:51]([N+:59]([O-])=O)[C:34]=1[O:35][C:36]1[CH:37]=[C:38]2[C:42](=[CH:43][CH:44]=1)[CH2:41][CH:40]([C:45]1[CH:50]=[CH:49][CH:48]=[CH:47][CH:46]=1)[CH2:39]2)([O-])=O, predict the reaction product. (9) Given the reactants [CH3:1][O:2][C:3]([C:5]1[N:9]([CH2:10][C:11]2[CH:16]=[CH:15][C:14]([O:17][CH3:18])=[CH:13][CH:12]=2)[N:8]=[C:7]([C:19]([OH:21])=O)[CH:6]=1)=[O:4].C1(C)C=CC=CC=1.S(Cl)(Cl)=O.[N-:33]=[N+:34]=[N-:35].[Na+], predict the reaction product. The product is: [CH3:1][O:2][C:3]([C:5]1[N:9]([CH2:10][C:11]2[CH:16]=[CH:15][C:14]([O:17][CH3:18])=[CH:13][CH:12]=2)[N:8]=[C:7]([C:19]([N:33]=[N+:34]=[N-:35])=[O:21])[CH:6]=1)=[O:4].